Dataset: NCI-60 drug combinations with 297,098 pairs across 59 cell lines. Task: Regression. Given two drug SMILES strings and cell line genomic features, predict the synergy score measuring deviation from expected non-interaction effect. (1) Drug 1: CC1CCC2CC(C(=CC=CC=CC(CC(C(=O)C(C(C(=CC(C(=O)CC(OC(=O)C3CCCCN3C(=O)C(=O)C1(O2)O)C(C)CC4CCC(C(C4)OC)OCCO)C)C)O)OC)C)C)C)OC. Drug 2: C1CNP(=O)(OC1)N(CCCl)CCCl. Cell line: UO-31. Synergy scores: CSS=4.56, Synergy_ZIP=-0.763, Synergy_Bliss=3.95, Synergy_Loewe=-9.37, Synergy_HSA=1.80. (2) Drug 1: C1CN1P(=S)(N2CC2)N3CC3. Drug 2: CCC1=C2CN3C(=CC4=C(C3=O)COC(=O)C4(CC)O)C2=NC5=C1C=C(C=C5)O. Cell line: 786-0. Synergy scores: CSS=11.0, Synergy_ZIP=2.59, Synergy_Bliss=1.97, Synergy_Loewe=-22.6, Synergy_HSA=2.02. (3) Drug 1: C1=CC(=C2C(=C1NCCNCCO)C(=O)C3=C(C=CC(=C3C2=O)O)O)NCCNCCO. Drug 2: C1C(C(OC1N2C=NC3=C(N=C(N=C32)Cl)N)CO)O. Cell line: 786-0. Synergy scores: CSS=42.7, Synergy_ZIP=-1.47, Synergy_Bliss=-1.91, Synergy_Loewe=-13.8, Synergy_HSA=-0.899. (4) Cell line: OVCAR3. Drug 1: C1CC(CCC1OC2=C(C(=CC=C2)Cl)F)(CC3=NC(=CC=C3)NC4=NC=CS4)C(=O)O. Drug 2: B(C(CC(C)C)NC(=O)C(CC1=CC=CC=C1)NC(=O)C2=NC=CN=C2)(O)O. Synergy scores: CSS=43.7, Synergy_ZIP=-2.16, Synergy_Bliss=-2.04, Synergy_Loewe=-3.67, Synergy_HSA=-0.827.